This data is from Forward reaction prediction with 1.9M reactions from USPTO patents (1976-2016). The task is: Predict the product of the given reaction. (1) Given the reactants [Cl:1][C:2]1[CH:7]=[CH:6][C:5](I)=[CH:4][CH:3]=1.[CH2:9]([O:11][C:12]([C:14]1[N:15]=[C:16]([CH2:19][N:20]([C:31]2[CH:36]=[CH:35][CH:34]=[CH:33][CH:32]=2)[C:21](=[O:30])[C:22]#[C:23][C:24]2[CH:29]=[CH:28][CH:27]=[CH:26][CH:25]=2)[S:17][CH:18]=1)=[O:13])[CH3:10], predict the reaction product. The product is: [CH2:9]([O:11][C:12]([C:14]1[N:15]=[C:16]([CH2:19][N:20]2[C:31]3[C:36](=[CH:35][CH:34]=[CH:33][CH:32]=3)/[C:22](=[C:23](\[C:5]3[CH:6]=[CH:7][C:2]([Cl:1])=[CH:3][CH:4]=3)/[C:24]3[CH:25]=[CH:26][CH:27]=[CH:28][CH:29]=3)/[C:21]2=[O:30])[S:17][CH:18]=1)=[O:13])[CH3:10]. (2) Given the reactants [Cl:1][C:2]1[CH:3]=[C:4]([C:14]([C:22]2[CH:27]=[CH:26][C:25]([CH2:28][N:29]3[CH2:33][CH2:32][CH2:31][CH2:30]3)=[C:24]([Cl:34])[CH:23]=2)([C:16]2[CH:21]=[CH:20][CH:19]=[CH:18][CH:17]=2)O)[CH:5]=[CH:6][C:7]=1[CH2:8][N:9]1[CH2:13][CH2:12][CH2:11][CH2:10]1.[NH2:35][C:36]1[C:45]2[C:40](=[CH:41][C:42]([Cl:46])=[CH:43][CH:44]=2)[N:39]=[CH:38][CH:37]=1, predict the reaction product. The product is: [Cl:1][C:2]1[CH:3]=[C:4]([C:14]([C:22]2[CH:27]=[CH:26][C:25]([CH2:28][N:29]3[CH2:33][CH2:32][CH2:31][CH2:30]3)=[C:24]([Cl:34])[CH:23]=2)([C:16]2[CH:21]=[CH:20][CH:19]=[CH:18][CH:17]=2)[N:39]2[C:40]3[C:45](=[CH:44][CH:43]=[C:42]([Cl:46])[CH:41]=3)[C:36]([NH2:35])=[CH:37][CH2:38]2)[CH:5]=[CH:6][C:7]=1[CH2:8][N:9]1[CH2:13][CH2:12][CH2:11][CH2:10]1.